Regression. Given a peptide amino acid sequence and an MHC pseudo amino acid sequence, predict their binding affinity value. This is MHC class II binding data. From a dataset of Peptide-MHC class II binding affinity with 134,281 pairs from IEDB. (1) The peptide sequence is TPEGIIPALFEPERE. The MHC is DRB1_1101 with pseudo-sequence DRB1_1101. The binding affinity (normalized) is 0. (2) The peptide sequence is KRWIILGLNKIVRMY. The MHC is DRB4_0101 with pseudo-sequence DRB4_0103. The binding affinity (normalized) is 0.557.